This data is from Forward reaction prediction with 1.9M reactions from USPTO patents (1976-2016). The task is: Predict the product of the given reaction. (1) Given the reactants [CH2:1]([Zn]CC)C.[Br:6][C:7]1[CH:12]=[C:11]([F:13])[CH:10]=[CH:9][C:8]=1[O:14][CH:15]=[CH2:16].ICI, predict the reaction product. The product is: [Br:6][C:7]1[CH:12]=[C:11]([F:13])[CH:10]=[CH:9][C:8]=1[O:14][CH:15]1[CH2:1][CH2:16]1. (2) Given the reactants [O:1]1[CH2:6][CH2:5][C:4](=[N:7][OH:8])[CH2:3][CH2:2]1.C([O-])(=O)C.C([O-])(=O)C.C([O-])(=O)C.C([O-])(=O)C.[Pb+4].[F:26][C:27]([F:34])([F:33])[CH2:28][CH2:29][C:30]([OH:32])=[O:31], predict the reaction product. The product is: [F:26][C:27]([F:34])([F:33])[CH2:28][CH2:29][C:30]([O:32][C:4]1([N:7]=[O:8])[CH2:5][CH2:6][O:1][CH2:2][CH2:3]1)=[O:31]. (3) Given the reactants [ClH:1].[N:2]12[CH2:11][CH:6]3[CH2:7][CH:8]([CH2:10][CH:4]([C@@H:5]3[NH2:12])[CH2:3]1)[CH2:9]2.[S:13]1[C:17]2=[CH:18][N:19]=[C:20]([C:22](O)=[O:23])[CH:21]=[C:16]2[CH:15]=[CH:14]1.N, predict the reaction product. The product is: [ClH:1].[ClH:1].[N:2]12[CH2:11][CH:6]3[CH2:7][CH:8]([CH2:10][CH:4]([C@@H:5]3[NH:12][C:22]([C:20]3[CH:21]=[C:16]4[CH:15]=[CH:14][S:13][C:17]4=[CH:18][N:19]=3)=[O:23])[CH2:3]1)[CH2:9]2. (4) Given the reactants Cl.[C:2]([O:6][CH2:7][CH2:8][NH:9][C:10]1[C:15]([C:16]#[N:17])=[CH:14][N:13]=[C:12]([NH:18][C:19]([N:21]2[C:30]3[C:25](=[CH:26][C:27]([CH2:36][N:37]4[CH2:42][CH2:41][N:40]([CH3:43])[CH2:39][C:38]4=[O:44])=[C:28]([CH:31](OC)[O:32]C)[N:29]=3)[CH2:24][CH2:23][CH2:22]2)=[O:20])[CH:11]=1)([CH3:5])([CH3:4])[CH3:3].C([O-])(O)=O.[Na+], predict the reaction product. The product is: [C:2]([O:6][CH2:7][CH2:8][NH:9][C:10]1[C:15]([C:16]#[N:17])=[CH:14][N:13]=[C:12]([NH:18][C:19]([N:21]2[C:30]3[C:25](=[CH:26][C:27]([CH2:36][N:37]4[CH2:42][CH2:41][N:40]([CH3:43])[CH2:39][C:38]4=[O:44])=[C:28]([CH:31]=[O:32])[N:29]=3)[CH2:24][CH2:23][CH2:22]2)=[O:20])[CH:11]=1)([CH3:5])([CH3:4])[CH3:3]. (5) Given the reactants [N+:1]([C:4]1[CH:5]=[C:6]([CH:8]=[CH:9][CH:10]=1)[NH2:7])([O-:3])=[O:2].[C:11](Cl)(=[O:14])[CH:12]=[CH2:13], predict the reaction product. The product is: [N+:1]([C:4]1[CH:5]=[C:6]([NH:7][C:11](=[O:14])[CH:12]=[CH2:13])[CH:8]=[CH:9][CH:10]=1)([O-:3])=[O:2]. (6) The product is: [O:27]=[C:25]1[N:24]2[CH:23]=[N:22][CH:21]=[C:20]2[CH2:19][CH2:18][N:17]1[CH:2]1[CH2:7][CH2:6][N:5]([C:8]([O:10][C:11]([CH3:14])([CH3:13])[CH3:12])=[O:9])[CH2:4][CH2:3]1. Given the reactants O=[C:2]1[CH2:7][CH2:6][N:5]([C:8]([O:10][C:11]([CH3:14])([CH3:13])[CH3:12])=[O:9])[CH2:4][CH2:3]1.Cl.Cl.[NH2:17][CH2:18][CH2:19][C:20]1[N:24]=[CH:23][NH:22][CH:21]=1.[C:25](O[BH-](OC(=O)C)OC(=O)C)(=[O:27])C.[Na+].[OH-].[Na+], predict the reaction product. (7) Given the reactants C([BH3-])#N.[Na+].[CH:5]1([NH:11][C:12]2[CH:21]=[C:20]3[C:15]([C:16](=[O:30])[C:17]([CH:27]=[N:28][OH:29])=[CH:18][N:19]3[CH:22]3[CH2:26][CH2:25][CH2:24][CH2:23]3)=[CH:14][C:13]=2[F:31])[CH2:10][CH2:9][CH2:8][CH2:7][CH2:6]1.O1CCOCC1.Cl.[OH-].[Na+], predict the reaction product. The product is: [CH:5]1([NH:11][C:12]2[CH:21]=[C:20]3[C:15]([C:16](=[O:30])[C:17]([CH2:27][NH:28][OH:29])=[CH:18][N:19]3[CH:22]3[CH2:26][CH2:25][CH2:24][CH2:23]3)=[CH:14][C:13]=2[F:31])[CH2:6][CH2:7][CH2:8][CH2:9][CH2:10]1. (8) Given the reactants [C:1]1([C:14]2[CH:19]=[CH:18][CH:17]=[CH:16][CH:15]=2)[CH:6]=[CH:5][C:4]([C@@H:7]2[CH2:12][CH2:11][O:10][CH2:9][C@H:8]2[NH2:13])=[CH:3][CH:2]=1.C1CCN2C(=NCCC2)CC1.[CH:31]([S:34](Cl)(=[O:36])=[O:35])([CH3:33])[CH3:32], predict the reaction product. The product is: [C:1]1([C:14]2[CH:15]=[CH:16][CH:17]=[CH:18][CH:19]=2)[CH:2]=[CH:3][C:4]([C@@H:7]2[CH2:12][CH2:11][O:10][CH2:9][C@H:8]2[NH:13][S:34]([CH:31]([CH3:33])[CH3:32])(=[O:36])=[O:35])=[CH:5][CH:6]=1. (9) Given the reactants Br[C:2]1[CH:7]=[CH:6][C:5]([C:8]2[C:12]3=[N:13][C:14]([CH3:24])=[CH:15][C:16]([O:17][CH:18]([CH2:21][O:22][CH3:23])[CH2:19][CH3:20])=[C:11]3[N:10]([CH3:25])[N:9]=2)=[C:4]([O:26][CH3:27])[CH:3]=1.[C:28]([C:30]1[NH:31][CH:32]=[CH:33][CH:34]=1)#[N:29], predict the reaction product. The product is: [CH3:27][O:26][C:4]1[CH:3]=[C:2]([N:31]2[CH:32]=[CH:33][CH:34]=[C:30]2[C:28]#[N:29])[CH:7]=[CH:6][C:5]=1[C:8]1[C:12]2=[N:13][C:14]([CH3:24])=[CH:15][C:16]([O:17][CH:18]([CH2:21][O:22][CH3:23])[CH2:19][CH3:20])=[C:11]2[N:10]([CH3:25])[N:9]=1. (10) Given the reactants [Cl:1][C:2]1[C:3]([C:11]([O:13][CH2:14][CH3:15])=[O:12])=[N:4][CH:5]=[C:6]([CH:10]=1)[C:7]([OH:9])=O.[F:16][C:17]1[CH:29]=[CH:28][C:20]([CH2:21][N:22]2[CH2:27][CH2:26][NH:25][CH2:24][CH2:23]2)=[CH:19][CH:18]=1.C(N(CC)CC)C.CN(C(ON1N=NC2C=CC=NC1=2)=[N+](C)C)C.F[P-](F)(F)(F)(F)F, predict the reaction product. The product is: [Cl:1][C:2]1[C:3]([C:11]([O:13][CH2:14][CH3:15])=[O:12])=[N:4][CH:5]=[C:6]([C:7]([N:25]2[CH2:24][CH2:23][N:22]([CH2:21][C:20]3[CH:28]=[CH:29][C:17]([F:16])=[CH:18][CH:19]=3)[CH2:27][CH2:26]2)=[O:9])[CH:10]=1.